From a dataset of Forward reaction prediction with 1.9M reactions from USPTO patents (1976-2016). Predict the product of the given reaction. (1) Given the reactants [C:1]([O:5][C:6]([N:8]1[CH2:12][CH2:11][S:10][C@H:9]1[C:13]([OH:15])=O)=[O:7])([CH3:4])([CH3:3])[CH3:2].CCN(C(C)C)C(C)C.CN(C(ON1N=NC2C=CC=NC1=2)=[N+](C)C)C.F[P-](F)(F)(F)(F)F.[NH2:49][C:50]1[S:51][CH:52]=[C:53]([C:55]2[CH:66]=[CH:65][C:58]([C:59]([NH:61][CH:62]3[CH2:64][CH2:63]3)=[O:60])=[CH:57][CH:56]=2)[N:54]=1, predict the reaction product. The product is: [C:1]([O:5][C:6]([N:8]1[CH2:12][CH2:11][S:10][C@H:9]1[C:13](=[O:15])[NH:49][C:50]1[S:51][CH:52]=[C:53]([C:55]2[CH:56]=[CH:57][C:58]([C:59](=[O:60])[NH:61][CH:62]3[CH2:64][CH2:63]3)=[CH:65][CH:66]=2)[N:54]=1)=[O:7])([CH3:2])([CH3:3])[CH3:4]. (2) Given the reactants Cl[CH2:2][C:3]1[CH:20]=[CH:19][C:6]([O:7][CH2:8][C:9]2[N:10]=[C:11]([C:14]3[O:15][CH:16]=[CH:17][CH:18]=3)[O:12][CH:13]=2)=[C:5]([O:21][CH3:22])[CH:4]=1.[OH:23][C:24]1[C:28]([CH:29]=[O:30])=[CH:27][N:26]([C:31]2[CH:36]=[CH:35][CH:34]=[CH:33][CH:32]=2)[N:25]=1.CN(C)C=O.[H-].[Na+], predict the reaction product. The product is: [O:15]1[CH:16]=[CH:17][CH:18]=[C:14]1[C:11]1[O:12][CH:13]=[C:9]([CH2:8][O:7][C:6]2[CH:19]=[CH:20][C:3]([CH2:2][O:23][C:24]3[C:28]([CH:29]=[O:30])=[CH:27][N:26]([C:31]4[CH:32]=[CH:33][CH:34]=[CH:35][CH:36]=4)[N:25]=3)=[CH:4][C:5]=2[O:21][CH3:22])[N:10]=1. (3) Given the reactants Cl[C:2]1[CH2:6][CH2:5][C:4](=[O:7])[CH:3]=1.[N-:8]=[N+:9]=[N-:10].[Na+], predict the reaction product. The product is: [N:8]([C:2]1[CH2:6][CH2:5][C:4](=[O:7])[CH:3]=1)=[N+:9]=[N-:10]. (4) Given the reactants Cl.[NH:2]1[C:7]2([CH2:12][CH2:11][C:10](=[O:13])[CH2:9][CH2:8]2)[C:6](=[O:14])[NH:5][CH2:4][CH2:3]1.C[O-].[Na+], predict the reaction product. The product is: [NH:2]1[C:7]2([CH2:8][CH2:9][C:10](=[O:13])[CH2:11][CH2:12]2)[C:6](=[O:14])[NH:5][CH2:4][CH2:3]1. (5) Given the reactants [H-].[Na+].C(P([CH2:8][C:9]([O:11][C:12]([CH3:15])([CH3:14])[CH3:13])=[O:10])CC)C.[CH:16]([C:18]1[CH:23]=[CH:22][CH:21]=[CH:20][N:19]=1)=O.O, predict the reaction product. The product is: [N:19]1[CH:20]=[CH:21][CH:22]=[CH:23][C:18]=1/[CH:16]=[CH:8]/[C:9]([O:11][C:12]([CH3:13])([CH3:14])[CH3:15])=[O:10]. (6) Given the reactants [N+:1]([C:4]1[CH:8]=[C:7]([C:9]([O:11][CH3:12])=[O:10])[NH:6][N:5]=1)([O-])=O, predict the reaction product. The product is: [NH2:1][C:4]1[CH:8]=[C:7]([C:9]([O:11][CH3:12])=[O:10])[NH:6][N:5]=1.